Dataset: Full USPTO retrosynthesis dataset with 1.9M reactions from patents (1976-2016). Task: Predict the reactants needed to synthesize the given product. Given the product [O:11]=[P:12]1([CH:26]=[O:27])[C:25]2[CH:24]=[CH:23][CH:22]=[CH:21][C:20]=2[C:19]2[C:14](=[CH:15][CH:16]=[CH:17][CH:18]=2)[O:13]1, predict the reactants needed to synthesize it. The reactants are: C(Cl)(=O)C(Cl)=O.CS(=O)C.[O:11]=[P:12]1([CH2:26][OH:27])[C:25]2[CH:24]=[CH:23][CH:22]=[CH:21][C:20]=2[C:19]2[C:14](=[CH:15][CH:16]=[CH:17][CH:18]=2)[O:13]1.